From a dataset of Reaction yield outcomes from USPTO patents with 853,638 reactions. Predict the reaction yield, written as a fraction of the theoretical maximum amount of product (1.0 means a 100% yield; for example, 0.34 means a 34% yield). (1) The reactants are [C:1]1([S:7]([C:10]2[CH:35]=[CH:34][C:13]3=[N:14][N:15]([C:17]4[CH:18]=[C:19]([CH:26]=[C:27]([C:30]([CH3:33])([CH3:32])[CH3:31])[C:28]=4[OH:29])[CH2:20][CH2:21][C:22]([O:24][CH3:25])=[O:23])[N:16]=[C:12]3[CH:11]=2)(=[O:9])=[O:8])[CH:6]=[CH:5][CH:4]=[CH:3][CH:2]=1.[CH3:36][N:37]1[C:42]([CH3:44])([CH3:43])[CH2:41]C(O)[CH2:39][C:38]1([CH3:47])[CH3:46].C([Sn](=O)CCCCCCCC)CCCCCCC. No catalyst specified. The product is [C:1]1([S:7]([C:10]2[CH:35]=[CH:34][C:13]3=[N:14][N:15]([C:17]4[CH:18]=[C:19]([CH:26]=[C:27]([C:30]([CH3:32])([CH3:31])[CH3:33])[C:28]=4[OH:29])[CH2:20][CH2:21][C:22]([O:24][CH:25]4[CH2:41][C:42]([CH3:44])([CH3:43])[N:37]([CH3:36])[C:38]([CH3:47])([CH3:46])[CH2:39]4)=[O:23])[N:16]=[C:12]3[CH:11]=2)(=[O:9])=[O:8])[CH:2]=[CH:3][CH:4]=[CH:5][CH:6]=1. The yield is 0.700. (2) The reactants are [CH3:1][C:2]1[CH:11]=[CH:10][C:9]2[C:4](=[CH:5][CH:6]=[CH:7][C:8]=2[N:12]2[CH2:17][CH2:16][N:15]([CH2:18][CH2:19][C:20]3[CH:21]=[C:22]([CH:24]=[CH:25][CH:26]=3)[NH2:23])[CH2:14][CH2:13]2)[N:3]=1.[S:27]1[CH:31]=[C:30]([C:32](O)=[O:33])[N:29]=[N:28]1. No catalyst specified. The product is [CH3:1][C:2]1[CH:11]=[CH:10][C:9]2[C:4](=[CH:5][CH:6]=[CH:7][C:8]=2[N:12]2[CH2:13][CH2:14][N:15]([CH2:18][CH2:19][C:20]3[CH:21]=[C:22]([NH:23][C:32]([C:30]4[N:29]=[N:28][S:27][CH:31]=4)=[O:33])[CH:24]=[CH:25][CH:26]=3)[CH2:16][CH2:17]2)[N:3]=1. The yield is 0.750. (3) The reactants are Br[C:2]1[C:10]2[C:5](=[C:6]([O:18][C:19]3[CH:24]=[CH:23][C:22]([S:25]([CH3:28])(=[O:27])=[O:26])=[CH:21][CH:20]=3)[CH:7]=[C:8]([C:11]3[C:16]([Cl:17])=[CH:15][CH:14]=[CH:13][N:12]=3)[CH:9]=2)[N:4]([CH2:29][O:30][CH3:31])[N:3]=1.[NH2:32][C:33]1[CH:38]=[N:37][CH:36]=[CH:35][N:34]=1.C1(P(C2C=CC=CC=2)C2C3OC4C(=CC=CC=4P(C4C=CC=CC=4)C4C=CC=CC=4)C(C)(C)C=3C=CC=2)C=CC=CC=1.C(=O)([O-])[O-].[Cs+].[Cs+]. The catalyst is O1CCOCC1.C(OCC)(=O)C.C1C=CC(/C=C/C(/C=C/C2C=CC=CC=2)=O)=CC=1.C1C=CC(/C=C/C(/C=C/C2C=CC=CC=2)=O)=CC=1.C1C=CC(/C=C/C(/C=C/C2C=CC=CC=2)=O)=CC=1.[Pd].[Pd]. The product is [Cl:17][C:16]1[C:11]([C:8]2[CH:9]=[C:10]3[C:5](=[C:6]([O:18][C:19]4[CH:24]=[CH:23][C:22]([S:25]([CH3:28])(=[O:27])=[O:26])=[CH:21][CH:20]=4)[CH:7]=2)[N:4]([CH2:29][O:30][CH3:31])[N:3]=[C:2]3[NH:32][C:33]2[CH:38]=[N:37][CH:36]=[CH:35][N:34]=2)=[N:12][CH:13]=[CH:14][CH:15]=1. The yield is 0.510. (4) The reactants are Cl[C:2]1[C:3]2[N:10]([CH3:11])[CH:9]=[CH:8][C:4]=2[N:5]=[CH:6][N:7]=1.[N+:12]([C:15]1[CH:20]=[CH:19][C:18]([OH:21])=[C:17]([F:22])[CH:16]=1)([O-:14])=[O:13].C(=O)([O-])[O-].[Cs+].[Cs+]. The catalyst is C1(OC2C=CC=CC=2)C=CC=CC=1. The product is [F:22][C:17]1[CH:16]=[C:15]([N+:12]([O-:14])=[O:13])[CH:20]=[CH:19][C:18]=1[O:21][C:2]1[C:3]2[N:10]([CH3:11])[CH:9]=[CH:8][C:4]=2[N:5]=[CH:6][N:7]=1. The yield is 0.490. (5) The reactants are [Cl:1][C:2]1[C:3]([Cl:11])=[N:4][CH:5]=[C:6]([CH:10]=1)[C:7]([OH:9])=O.Cl.[NH:13]1[CH2:16][CH2:15][CH2:14]1.CN(C(ON1N=NC2C=CC=NC1=2)=[N+](C)C)C.F[P-](F)(F)(F)(F)F.C(N(CC)C(C)C)(C)C.Cl. The catalyst is ClCCl. The product is [N:13]1([C:7]([C:6]2[CH:10]=[C:2]([Cl:1])[C:3]([Cl:11])=[N:4][CH:5]=2)=[O:9])[CH2:16][CH2:15][CH2:14]1. The yield is 0.670. (6) The reactants are Cl[C:2]1[CH:7]=[C:6]([Cl:8])[N:5]=[CH:4][N:3]=1.[F:9][C:10]1[CH:11]=[C:12]([NH:17][C:18](=[O:20])[CH3:19])[CH:13]=[CH:14][C:15]=1[OH:16].C([O-])([O-])=O.[K+].[K+]. The catalyst is CN(C=O)C. The product is [Cl:8][C:6]1[N:5]=[CH:4][N:3]=[C:2]([O:16][C:15]2[CH:14]=[CH:13][C:12]([NH:17][C:18](=[O:20])[CH3:19])=[CH:11][C:10]=2[F:9])[CH:7]=1. The yield is 0.710. (7) The reactants are [C:1]([C:9]1[CH:10]=[N:11][C:12]2[C:17]([C:18]=1[C:19]1[CH:20]=[C:21]([NH:25][CH2:26][C:27]3[CH:32]=[CH:31][C:30]([CH2:33][C:34]([O:36]C)=[O:35])=[CH:29][CH:28]=3)[CH:22]=[CH:23][CH:24]=1)=[CH:16][CH:15]=[CH:14][C:13]=2[C:38]([F:41])([F:40])[F:39])(=[O:8])[C:2]1[CH:7]=[CH:6][CH:5]=[CH:4][CH:3]=1.[Li+].[OH-].[CH:44](O)=[O:45]. The catalyst is C(OC(=O)C)(=O)C. The product is [C:1]([C:9]1[CH:10]=[N:11][C:12]2[C:17]([C:18]=1[C:19]1[CH:20]=[C:21]([N:25]([CH2:26][C:27]3[CH:32]=[CH:31][C:30]([CH2:33][C:34]([OH:36])=[O:35])=[CH:29][CH:28]=3)[CH:44]=[O:45])[CH:22]=[CH:23][CH:24]=1)=[CH:16][CH:15]=[CH:14][C:13]=2[C:38]([F:39])([F:40])[F:41])(=[O:8])[C:2]1[CH:7]=[CH:6][CH:5]=[CH:4][CH:3]=1. The yield is 0.680. (8) The reactants are [CH2:1]([O:3][C:4]([C:6]1[N:7]=[N:8][N:9]([CH2:12][C:13]2[CH:18]=[CH:17][C:16]([O:19][CH3:20])=[CH:15][CH:14]=2)[C:10]=1[OH:11])=[O:5])[CH3:2].[CH3:21][Si](C=[N+]=[N-])(C)C. The catalyst is CN(C)C=O.CC([O-])=O.CC([O-])=O.CC([O-])=O.CC([O-])=O.[Rh+2].[Rh+2]. The product is [CH2:1]([O:3][C:4]([C:6]1[N:7]=[N:8][N:9]([CH2:12][C:13]2[CH:14]=[CH:15][C:16]([O:19][CH3:20])=[CH:17][CH:18]=2)[C:10]=1[O:11][CH3:21])=[O:5])[CH3:2]. The yield is 0.550. (9) The reactants are [Cl-].[Al+3].[Cl-].[Cl-].[C:5](OC(=O)C)(=[O:7])[CH3:6].[Cl:12][CH2:13][C:14]([O:16][C:17]1[CH:25]=[C:24]2[C:20]([CH:21]=[CH:22][N:23]2[C:26](=[O:31])[C:27]([CH3:30])([CH3:29])[CH3:28])=[CH:19][CH:18]=1)=[O:15]. The catalyst is ClC(Cl)C. The product is [C:5]([C:21]1[C:20]2[C:24](=[CH:25][C:17]([O:16][C:14](=[O:15])[CH2:13][Cl:12])=[CH:18][CH:19]=2)[N:23]([C:26](=[O:31])[C:27]([CH3:28])([CH3:30])[CH3:29])[CH:22]=1)(=[O:7])[CH3:6]. The yield is 0.360.